Predict the reactants needed to synthesize the given product. From a dataset of Full USPTO retrosynthesis dataset with 1.9M reactions from patents (1976-2016). (1) The reactants are: Br[C:2]1[CH:11]=[C:10]2[C:5]([CH:6]=[C:7]([NH:39][C:40](=[O:49])[O:41][CH2:42][C:43]3[CH:48]=[CH:47][CH:46]=[CH:45][CH:44]=3)[C:8]([C:12]([NH:14][C:15]3[CH:16]=[N:17][CH:18]=[CH:19][C:20]=3[N:21]3[CH2:26][C@H:25]([C:27]([F:30])([F:29])[F:28])[CH2:24][C@H:23]([NH:31][C:32]([O:34][C:35]([CH3:38])([CH3:37])[CH3:36])=[O:33])[CH2:22]3)=[O:13])=[N:9]2)=[CH:4][CH:3]=1.[O-]P([O-])([O-])=O.[K+].[K+].[K+].O1CCOCC1.CC1(C)C(C)(C)OB([C:72]2[CH2:73][CH2:74][O:75][CH2:76][CH:77]=2)O1. Given the product [CH2:42]([O:41][C:40](=[O:49])[NH:39][C:7]1[C:8]([C:12]([NH:14][C:15]2[CH:16]=[N:17][CH:18]=[CH:19][C:20]=2[N:21]2[CH2:26][C@H:25]([C:27]([F:30])([F:29])[F:28])[CH2:24][C@H:23]([NH:31][C:32]([O:34][C:35]([CH3:36])([CH3:38])[CH3:37])=[O:33])[CH2:22]2)=[O:13])=[N:9][C:10]2[C:5]([CH:6]=1)=[CH:4][CH:3]=[C:2]([C:72]1[CH2:77][CH2:76][O:75][CH2:74][CH:73]=1)[CH:11]=2)[C:43]1[CH:44]=[CH:45][CH:46]=[CH:47][CH:48]=1, predict the reactants needed to synthesize it. (2) Given the product [OH:25][C:26]([CH2:36][C:37]1[C:45]2[C:40](=[CH:41][CH:42]=[CH:43][CH:44]=2)[NH:39][CH:38]=1)([C:33]([OH:35])=[O:34])[CH2:27][C:28](=[N:47][OH:16])[C:29]([OH:31])=[O:30], predict the reactants needed to synthesize it. The reactants are: N1C2C(=CC=CC=2)C(CC(=O)C(O)=O)=C1.[OH-:16].[Na+].C([O-])(=O)C(C)=O.[Na+].[OH:25][C:26]([CH2:36][C:37]1[C:45]2[C:40](=[CH:41][CH:42]=[CH:43][CH:44]=2)[NH:39][CH:38]=1)([C:33]([OH:35])=[O:34])[CH2:27][C:28](=O)[C:29]([OH:31])=[O:30].Cl.[NH2:47]O.Cl. (3) The reactants are: ClC1C(F)=CC(F)=C(C=1)C(NS(C)(=O)=O)=O.[Cl:17][C:18]1[C:19](F)=[CH:20][C:21]([F:31])=[C:22]([CH:30]=1)[C:23]([NH:25][S:26](=[O:29])(=[O:28])[NH2:27])=[O:24].C12(CO)CC3CC(CC(C3)C1)C2.[CH3:45][C:46]1([CH3:55])[C@H:51]2[CH2:52][C@@H:47]1[CH2:48][CH2:49][C@@H:50]2[CH2:53][OH:54]. Given the product [Cl:17][C:18]1[C:19]([O:54][CH2:53][C@H:50]2[CH2:49][CH2:48][C@H:47]3[CH2:52][C@@H:51]2[C:46]3([CH3:55])[CH3:45])=[CH:20][C:21]([F:31])=[C:22]([CH:30]=1)[C:23]([NH:25][S:26](=[O:29])(=[O:28])[NH2:27])=[O:24], predict the reactants needed to synthesize it. (4) Given the product [CH:45]1([NH:48][C:37]([NH:1][C:2]2[CH:31]=[CH:30][C:5]([O:6][C:7]3[CH:12]=[CH:11][N:10]=[C:9]4[CH:13]=[C:14]([C:16]5[CH:17]=[CH:18][C:19]([CH2:22][N:23]6[C:24](=[O:29])[CH2:25][CH2:26][C:27]6=[O:28])=[CH:20][N:21]=5)[S:15][C:8]=34)=[C:4]([F:32])[CH:3]=2)=[O:43])[CH2:47][CH2:46]1, predict the reactants needed to synthesize it. The reactants are: [NH2:1][C:2]1[CH:31]=[CH:30][C:5]([O:6][C:7]2[CH:12]=[CH:11][N:10]=[C:9]3[CH:13]=[C:14]([C:16]4[N:21]=[CH:20][C:19]([CH2:22][N:23]5[C:27](=[O:28])[CH2:26][CH2:25][C:24]5=[O:29])=[CH:18][CH:17]=4)[S:15][C:8]=23)=[C:4]([F:32])[CH:3]=1.ClC(Cl)(O[C:37](=[O:43])OC(Cl)(Cl)Cl)Cl.[CH:45]1([NH2:48])[CH2:47][CH2:46]1.